From a dataset of Reaction yield outcomes from USPTO patents with 853,638 reactions. Predict the reaction yield, written as a fraction of the theoretical maximum amount of product (1.0 means a 100% yield; for example, 0.34 means a 34% yield). (1) The reactants are [O:1]=[C:2]1[C:10]2[C:5](=[CH:6][CH:7]=[CH:8][CH:9]=2)[C:4](=[O:11])[N:3]1[CH:12]1[C:21]2[C:16](=[CH:17][CH:18]=[C:19]([O:22][CH3:23])[CH:20]=2)[CH2:15][N:14](C(OC(C)(C)C)=O)[CH2:13]1.[ClH:31].O1CCOCC1. The catalyst is C(OCC)C. The product is [ClH:31].[CH3:23][O:22][C:19]1[CH:20]=[C:21]2[C:16](=[CH:17][CH:18]=1)[CH2:15][NH:14][CH2:13][CH:12]2[N:3]1[C:4](=[O:11])[C:5]2[C:10](=[CH:9][CH:8]=[CH:7][CH:6]=2)[C:2]1=[O:1]. The yield is 0.820. (2) The reactants are [Cl:1][C:2]1[C:3]([O:30][C@H:31]2[CH2:35][CH2:34][CH2:33][C@@H:32]2[C:36]2[N:40]([CH3:41])[N:39]=[CH:38][CH:37]=2)=[CH:4][C:5]([F:29])=[C:6]([S:8]([N:11](CC2C=CC(OC)=CC=2OC)[C:12]2[CH:17]=[CH:16][N:15]=[CH:14][N:13]=2)(=[O:10])=[O:9])[CH:7]=1.C([SiH](CC)CC)C.FC(F)(F)C(O)=O. The catalyst is ClCCl. The product is [Cl:1][C:2]1[C:3]([O:30][C@H:31]2[CH2:35][CH2:34][CH2:33][C@@H:32]2[C:36]2[N:40]([CH3:41])[N:39]=[CH:38][CH:37]=2)=[CH:4][C:5]([F:29])=[C:6]([S:8]([NH:11][C:12]2[CH:17]=[CH:16][N:15]=[CH:14][N:13]=2)(=[O:10])=[O:9])[CH:7]=1. The yield is 0.510. (3) The reactants are [CH2:1]([O:3][CH:4]([O:8][CH2:9][CH3:10])[C@@H:5]([NH2:7])[CH3:6])[CH3:2].[S:11]1[CH:15]=[C:14]([CH:16]=O)[C:13]2[CH:18]=[CH:19][CH:20]=[CH:21][C:12]1=2. No catalyst specified. The product is [S:11]1[CH:15]=[C:14]([CH2:16][NH:7][C@@H:5]([CH3:6])[CH:4]([O:8][CH2:9][CH3:10])[O:3][CH2:1][CH3:2])[C:13]2[CH:18]=[CH:19][CH:20]=[CH:21][C:12]1=2. The yield is 0.970. (4) The reactants are C([O:3][C:4]([C:6]1[C:15](=[O:16])[C:14]2[C:9](=[CH:10][CH:11]=[CH:12][C:13]=2[OH:17])[NH:8][CH:7]=1)=[O:5])C. The catalyst is [OH-].[Na+]. The product is [OH:17][C:13]1[CH:12]=[CH:11][CH:10]=[C:9]2[C:14]=1[C:15](=[O:16])[C:6]([C:4]([OH:5])=[O:3])=[CH:7][NH:8]2. The yield is 0.870. (5) The reactants are [C:1](Cl)(=[O:8])[C:2]1[CH:7]=[CH:6][CH:5]=[N:4][CH:3]=1.[Cl:10][C:11]1[N:12]=[CH:13][C:14]2[CH2:20][NH:19][CH2:18][CH2:17][C:15]=2[N:16]=1.C(N(CC)CC)C. The catalyst is C1COCC1. The product is [Cl:10][C:11]1[N:12]=[CH:13][C:14]2[CH2:20][N:19]([C:1]([C:2]3[CH:3]=[N:4][CH:5]=[CH:6][CH:7]=3)=[O:8])[CH2:18][CH2:17][C:15]=2[N:16]=1. The yield is 0.879. (6) The reactants are [Br:1][C:2]1[CH:3]=[CH:4][C:5]([N:11]2[C:15]([CH3:16])=[CH:14][C:13]([C:17]([O:19][CH2:20][CH3:21])=[O:18])=[N:12]2)=[C:6]([CH:10]=1)[C:7]([OH:9])=O.[CH2:22]1[C:31]2[C:26](=[CH:27][CH:28]=[CH:29][CH:30]=2)[CH2:25][C@@H:24]([CH2:32][OH:33])[NH:23]1.CN(C(ON1N=NC2C=CC=NC1=2)=[N+](C)C)C.F[P-](F)(F)(F)(F)F.CCN(C(C)C)C(C)C. The catalyst is C(Cl)Cl. The product is [Br:1][C:2]1[CH:3]=[CH:4][C:5]([N:11]2[C:15]([CH3:16])=[CH:14][C:13]([C:17]([O:19][CH2:20][CH3:21])=[O:18])=[N:12]2)=[C:6]([C:7]([N:23]2[C@H:24]([CH2:32][OH:33])[CH2:25][C:26]3[C:31](=[CH:30][CH:29]=[CH:28][CH:27]=3)[CH2:22]2)=[O:9])[CH:10]=1. The yield is 0.790.